This data is from Full USPTO retrosynthesis dataset with 1.9M reactions from patents (1976-2016). The task is: Predict the reactants needed to synthesize the given product. (1) Given the product [NH2:35][C:23]1[CH:24]=[C:25]([N:28]2[CH2:32][CH2:31][CH2:30][S:29]2(=[O:34])=[O:33])[CH:26]=[CH:27][C:22]=1[C:20]([N:17]1[CH2:18][CH2:19][N:14]([C:8]2[CH:9]=[CH:10][C:11]([CH3:13])=[CH:12][C:7]=2[CH3:6])[CH2:15][CH2:16]1)=[O:21], predict the reactants needed to synthesize it. The reactants are: [Cl-].[NH4+].C(O)C.[CH3:6][C:7]1[CH:12]=[C:11]([CH3:13])[CH:10]=[CH:9][C:8]=1[N:14]1[CH2:19][CH2:18][N:17]([C:20]([C:22]2[CH:27]=[CH:26][C:25]([N:28]3[CH2:32][CH2:31][CH2:30][S:29]3(=[O:34])=[O:33])=[CH:24][C:23]=2[N+:35]([O-])=O)=[O:21])[CH2:16][CH2:15]1. (2) Given the product [CH2:1]([O:8][C:9]1[CH:10]=[C:11]([CH:25]=[CH:26][C:27]=1[B:32]1[O:33][C:34]([CH3:36])([CH3:35])[C:30]([CH3:46])([CH3:29])[O:31]1)[C:12]([NH:14][C:15]1[CH:20]=[C:19]([C:21]([F:24])([F:23])[F:22])[CH:18]=[CH:17][N:16]=1)=[O:13])[C:2]1[CH:7]=[CH:6][CH:5]=[CH:4][CH:3]=1, predict the reactants needed to synthesize it. The reactants are: [CH2:1]([O:8][C:9]1[CH:10]=[C:11]([CH:25]=[CH:26][C:27]=1Br)[C:12]([NH:14][C:15]1[CH:20]=[C:19]([C:21]([F:24])([F:23])[F:22])[CH:18]=[CH:17][N:16]=1)=[O:13])[C:2]1[CH:7]=[CH:6][CH:5]=[CH:4][CH:3]=1.[CH3:29][C:30]1([CH3:46])[C:34]([CH3:36])([CH3:35])[O:33][B:32]([B:32]2[O:33][C:34]([CH3:36])([CH3:35])[C:30]([CH3:46])([CH3:29])[O:31]2)[O:31]1.C([O-])(=O)C.[K+].